From a dataset of HIV replication inhibition screening data with 41,000+ compounds from the AIDS Antiviral Screen. Binary Classification. Given a drug SMILES string, predict its activity (active/inactive) in a high-throughput screening assay against a specified biological target. (1) The drug is O=c1c2cc(-c3ccccc3)cnc2sn1-c1ccc(Br)cc1. The result is 1 (active). (2) The drug is COC1=CC(=O)OC1=C(OC)C1OC1c1ccccc1. The result is 0 (inactive). (3) The drug is COc1ccc(C=C2N=C3NC(=O)C(N4CCOCC4)=C(N)N3C2=O)cc1. The result is 0 (inactive).